Dataset: Full USPTO retrosynthesis dataset with 1.9M reactions from patents (1976-2016). Task: Predict the reactants needed to synthesize the given product. (1) The reactants are: [Cl:1][C:2]1[C:10]2[N:9]=[C:8]3[N:11]([C:15]4[CH:20]=[CH:19][C:18]([Cl:21])=[CH:17][C:16]=4[Cl:22])[CH2:12][CH2:13][CH2:14][N:7]3[C:6]=2[C:5]([CH:23]([CH2:27][CH3:28])[CH:24]([OH:26])[CH3:25])=[CH:4][CH:3]=1.CC(OI1(OC(C)=O)(OC(C)=O)OC(=O)C2C=CC=CC1=2)=O. Given the product [Cl:1][C:2]1[C:10]2[N:9]=[C:8]3[N:11]([C:15]4[CH:20]=[CH:19][C:18]([Cl:21])=[CH:17][C:16]=4[Cl:22])[CH2:12][CH2:13][CH2:14][N:7]3[C:6]=2[C:5]([CH:23]([CH2:27][CH3:28])[C:24](=[O:26])[CH3:25])=[CH:4][CH:3]=1, predict the reactants needed to synthesize it. (2) Given the product [C:25]([NH:12][C:11]1[CH:10]=[CH:9][C:8]([SiH2:7][O:6][CH2:5][CH:4]([CH2:1][CH:2]=[CH2:3])[CH2:15][CH:16]=[CH2:17])=[CH:14][CH:13]=1)(=[O:28])[CH:26]=[CH2:27], predict the reactants needed to synthesize it. The reactants are: [CH2:1]([CH:4]([CH2:15][CH:16]=[CH2:17])[CH2:5][O:6][SiH2:7][C:8]1[CH:14]=[CH:13][C:11]([NH2:12])=[CH:10][CH:9]=1)[CH:2]=[CH2:3].CCN(CC)CC.[C:25](Cl)(=[O:28])[CH:26]=[CH2:27].